The task is: Predict the product of the given reaction.. This data is from Forward reaction prediction with 1.9M reactions from USPTO patents (1976-2016). Given the reactants CO[C:3]([C:5]1[CH:6]=[C:7]([CH:15]2[CH2:19][CH2:18][O:17][CH2:16]2)[N:8]2[C:13]=1[C:12]([Cl:14])=[CH:11][CH:10]=[CH:9]2)=[O:4].Cl.[NH2:21][CH2:22][C:23]1([OH:33])[CH2:28][CH2:27][CH2:26][CH:25]([C:29]([F:32])([F:31])[F:30])[CH2:24]1.C(N(C(C)C)C(C)C)C.N12CCC(CC1)CN2.C[Al](C)C, predict the reaction product. The product is: [Cl:14][C:12]1[C:13]2[N:8]([C:7]([CH:15]3[CH2:19][CH2:18][O:17][CH2:16]3)=[CH:6][C:5]=2[C:3]([NH:21][CH2:22][C:23]2([OH:33])[CH2:28][CH2:27][CH2:26][CH:25]([C:29]([F:31])([F:32])[F:30])[CH2:24]2)=[O:4])[CH:9]=[CH:10][CH:11]=1.